This data is from Catalyst prediction with 721,799 reactions and 888 catalyst types from USPTO. The task is: Predict which catalyst facilitates the given reaction. (1) Reactant: Cl.Cl.[NH:3]1[CH:7]=[C:6]([CH:8]2[CH:13]=[CH:12][NH:11][CH2:10][CH2:9]2)[N:5]=[CH:4]1.C1CCN2C(=NCCC2)CC1.[Cl:25][C:26]1[CH:27]=[C:28]2[C:33](=[CH:34][CH:35]=1)[CH:32]=[C:31]([S:36]([CH2:39][CH2:40][C:41](O)=[O:42])(=[O:38])=[O:37])[CH:30]=[CH:29]2.C1C=CC2N(O)N=NC=2C=1.CCN=C=NCCCN(C)C. Product: [Cl:25][C:26]1[CH:27]=[C:28]2[C:33](=[CH:34][CH:35]=1)[CH:32]=[C:31]([S:36]([CH2:39][CH2:40][C:41]([N:11]1[CH2:10][CH:9]=[C:8]([C:6]3[N:5]=[CH:4][NH:3][CH:7]=3)[CH2:13][CH2:12]1)=[O:42])(=[O:37])=[O:38])[CH:30]=[CH:29]2. The catalyst class is: 556. (2) Product: [CH3:1][N:2]1[CH:10]=[C:9]2[C:4]([CH:5]=[CH:6][C:7]([C:11]([OH:13])=[O:12])=[CH:8]2)=[N:3]1. Reactant: [CH3:1][N:2]1[CH:10]=[C:9]2[C:4]([CH:5]=[CH:6][C:7]([C:11]([O:13]C)=[O:12])=[CH:8]2)=[N:3]1.[Li+].[OH-].Cl. The catalyst class is: 5.